Dataset: Catalyst prediction with 721,799 reactions and 888 catalyst types from USPTO. Task: Predict which catalyst facilitates the given reaction. (1) Product: [Br:1][CH2:34][C:35]([C:37]1[CH:42]=[CH:41][C:40]([OH:43])=[CH:39][CH:38]=1)=[O:36]. Reactant: [Br-:1].[Br-].[Br-].C1([N+](C)(C)C)C=CC=CC=1.C1([N+](C)(C)C)C=CC=CC=1.C1([N+](C)(C)C)C=CC=CC=1.[CH3:34][C:35]([C:37]1[CH:38]=[CH:39][C:40]([OH:43])=[CH:41][CH:42]=1)=[O:36]. The catalyst class is: 7. (2) Reactant: C(NC(C)C)(C)C.C([Li])CCC.[F:13][C:14]1[CH:19]=[CH:18][C:17]([Br:20])=[CH:16][CH:15]=1.[F:21][C:22]([F:29])([F:28])[C:23](OCC)=[O:24].[Cl-].[NH4+]. Product: [Br:20][C:17]1[CH:16]=[CH:15][C:14]([F:13])=[C:19]([C:23](=[O:24])[C:22]([F:29])([F:28])[F:21])[CH:18]=1. The catalyst class is: 56.